From a dataset of Full USPTO retrosynthesis dataset with 1.9M reactions from patents (1976-2016). Predict the reactants needed to synthesize the given product. (1) The reactants are: [OH:1][C@@H:2]1[C:10]2[C:5](=[CH:6][CH:7]=[CH:8][CH:9]=2)[CH2:4][C@@:3]1([CH2:20][C:21]1[CH:30]=[CH:29][C:24]([C:25]([NH:27][CH3:28])=[O:26])=[CH:23][CH:22]=1)[C:11]1[CH2:12][C:13]2[C:18]([CH:19]=1)=[CH:17][CH:16]=[CH:15][CH:14]=2.C1CCC(N=C=NC2CCCCC2)CC1.C([NH:63][C@H:64]([C:69](O)=[O:70])[CH2:65][CH:66]([CH3:68])[CH3:67])(OCC1C2C(=CC=CC=2)C2C1=CC=CC=2)=O. Given the product [NH2:63][C@H:64]([C:69]([O:1][C@@H:2]1[C:10]2[C:5](=[CH:6][CH:7]=[CH:8][CH:9]=2)[CH2:4][C@@:3]1([CH2:20][C:21]1[CH:30]=[CH:29][C:24]([C:25](=[O:26])[NH:27][CH3:28])=[CH:23][CH:22]=1)[C:11]1[CH2:12][C:13]2[C:18]([CH:19]=1)=[CH:17][CH:16]=[CH:15][CH:14]=2)=[O:70])[CH2:65][CH:66]([CH3:68])[CH3:67], predict the reactants needed to synthesize it. (2) Given the product [N-:23]([S:24]([C:27]([F:30])([F:28])[F:29])(=[O:26])=[O:25])[S:31]([C:34]([F:37])([F:36])[F:35])(=[O:33])=[O:32].[CH2:3]([N+:5]1[CH:9]=[CH:8][N:7]([CH2:10][CH2:11][O:12][CH2:13][CH2:14][C:15]2[NH:19][CH:18]=[CH:17][N+:16]=2[CH2:20][CH3:21])[CH:6]=1)[CH3:4].[N-:23]([S:24]([C:27]([F:30])([F:28])[F:29])(=[O:26])=[O:25])[S:31]([C:34]([F:37])([F:36])[F:35])(=[O:33])=[O:32], predict the reactants needed to synthesize it. The reactants are: [Br-].[Br-].[CH2:3]([N+:5]1[CH:9]=[CH:8][N:7]([CH2:10][CH2:11][O:12][CH2:13][CH2:14][C:15]2[NH:19][CH:18]=[CH:17][N+:16]=2[CH2:20][CH3:21])[CH:6]=1)[CH3:4].[Li+].[N-:23]([S:31]([C:34]([F:37])([F:36])[F:35])(=[O:33])=[O:32])[S:24]([C:27]([F:30])([F:29])[F:28])(=[O:26])=[O:25]. (3) Given the product [F:46][C:47]1[CH:48]=[C:49]([CH:97]=[CH:98][CH:99]=1)[CH2:50][N:51]1[CH:55]=[C:54]([C:56]2[C:64]3[C:59](=[N:60][CH:61]=[C:62]([C:65]4[CH:70]=[CH:69][C:68]([N:71]5[CH2:76][CH2:75][N:74]([C:77]([O:79][C:80]([CH3:83])([CH3:82])[CH3:81])=[O:78])[CH2:73][CH2:72]5)=[C:67]([N+:84]([O-:86])=[O:85])[CH:66]=4)[CH:63]=3)[NH:58][CH:57]=2)[CH:53]=[N:52]1, predict the reactants needed to synthesize it. The reactants are: Cl.FC1C=C(C=CC=1)CN1C=C(C2C3C(=NC=C(C4C=CC(C5CCNCC5)=CC=4)C=3)N(S(C3C=CC(C)=CC=3)(=O)=O)C=2)C=N1.[F:46][C:47]1[CH:48]=[C:49]([CH:97]=[CH:98][CH:99]=1)[CH2:50][N:51]1[CH:55]=[C:54]([C:56]2[C:64]3[C:59](=[N:60][CH:61]=[C:62]([C:65]4[CH:70]=[CH:69][C:68]([N:71]5[CH2:76][CH2:75][N:74]([C:77]([O:79][C:80]([CH3:83])([CH3:82])[CH3:81])=[O:78])[CH2:73][CH2:72]5)=[C:67]([N+:84]([O-:86])=[O:85])[CH:66]=4)[CH:63]=3)[N:58](S(C3C=CC(C)=CC=3)(=O)=O)[CH:57]=2)[CH:53]=[N:52]1.[OH-].[Li+]. (4) Given the product [CH:18]1([CH2:17][C:12]2[N:11]([CH2:10][CH2:9][NH2:8])[CH:15]=[C:14]([I:16])[N:13]=2)[CH2:19][CH2:20]1.[ClH:1], predict the reactants needed to synthesize it. The reactants are: [ClH:1].C(OC(=O)[NH:8][CH2:9][CH2:10][N:11]1[CH:15]=[C:14]([I:16])[N:13]=[C:12]1[CH2:17][CH:18]1[CH2:20][CH2:19]1)(C)(C)C.